The task is: Regression. Given two drug SMILES strings and cell line genomic features, predict the synergy score measuring deviation from expected non-interaction effect.. This data is from NCI-60 drug combinations with 297,098 pairs across 59 cell lines. (1) Drug 1: CCC1=CC2CC(C3=C(CN(C2)C1)C4=CC=CC=C4N3)(C5=C(C=C6C(=C5)C78CCN9C7C(C=CC9)(C(C(C8N6C)(C(=O)OC)O)OC(=O)C)CC)OC)C(=O)OC.C(C(C(=O)O)O)(C(=O)O)O. Drug 2: CC1=C(C(=CC=C1)Cl)NC(=O)C2=CN=C(S2)NC3=CC(=NC(=N3)C)N4CCN(CC4)CCO. Cell line: HL-60(TB). Synergy scores: CSS=35.7, Synergy_ZIP=3.58, Synergy_Bliss=6.64, Synergy_Loewe=1.25, Synergy_HSA=5.06. (2) Drug 1: CCC1(C2=C(COC1=O)C(=O)N3CC4=CC5=C(C=CC(=C5CN(C)C)O)N=C4C3=C2)O.Cl. Drug 2: CC1CCCC2(C(O2)CC(NC(=O)CC(C(C(=O)C(C1O)C)(C)C)O)C(=CC3=CSC(=N3)C)C)C. Cell line: CAKI-1. Synergy scores: CSS=49.0, Synergy_ZIP=-7.18, Synergy_Bliss=-7.54, Synergy_Loewe=-5.46, Synergy_HSA=0.457.